This data is from Forward reaction prediction with 1.9M reactions from USPTO patents (1976-2016). The task is: Predict the product of the given reaction. Given the reactants [Br:1][C:2]1[CH:20]=[C:19]([F:21])[C:5]([CH2:6][NH:7][C:8]2[CH:13]=[C:12]([O:14][CH3:15])[CH:11]=[CH:10][C:9]=2[N+:16]([O-])=O)=[C:4]([F:22])[CH:3]=1.O.O.Cl[Sn]Cl.C([O-])(O)=O.[Na+], predict the reaction product. The product is: [Br:1][C:2]1[CH:20]=[C:19]([F:21])[C:5]([CH2:6][NH:7][C:8]2[C:9]([NH2:16])=[CH:10][CH:11]=[C:12]([O:14][CH3:15])[CH:13]=2)=[C:4]([F:22])[CH:3]=1.